From a dataset of Merck oncology drug combination screen with 23,052 pairs across 39 cell lines. Regression. Given two drug SMILES strings and cell line genomic features, predict the synergy score measuring deviation from expected non-interaction effect. (1) Drug 1: NC1(c2ccc(-c3nc4ccn5c(=O)[nH]nc5c4cc3-c3ccccc3)cc2)CCC1. Drug 2: COC1CC2CCC(C)C(O)(O2)C(=O)C(=O)N2CCCCC2C(=O)OC(C(C)CC2CCC(OP(C)(C)=O)C(OC)C2)CC(=O)C(C)C=C(C)C(O)C(OC)C(=O)C(C)CC(C)C=CC=CC=C1C. Cell line: DLD1. Synergy scores: synergy=41.3. (2) Drug 1: COC12C(COC(N)=O)C3=C(C(=O)C(C)=C(N)C3=O)N1CC1NC12. Drug 2: Cn1cc(-c2cnn3c(N)c(Br)c(C4CCCNC4)nc23)cn1. Cell line: HCT116. Synergy scores: synergy=23.3.